Task: Predict the reactants needed to synthesize the given product.. Dataset: Full USPTO retrosynthesis dataset with 1.9M reactions from patents (1976-2016) Given the product [OH:11][CH2:10][CH2:9][CH2:8][CH:5]1[CH2:6][CH2:7][N:2]([C:17]([O:16][C:13]([CH3:15])([CH3:14])[CH3:12])=[O:18])[CH2:3][CH2:4]1, predict the reactants needed to synthesize it. The reactants are: Cl.[NH:2]1[CH2:7][CH2:6][CH:5]([CH2:8][CH2:9][CH2:10][OH:11])[CH2:4][CH2:3]1.[CH3:12][C:13]([O:16][C:17](O[C:17]([O:16][C:13]([CH3:15])([CH3:14])[CH3:12])=[O:18])=[O:18])([CH3:15])[CH3:14].